From a dataset of Forward reaction prediction with 1.9M reactions from USPTO patents (1976-2016). Predict the product of the given reaction. (1) Given the reactants C1(P(C2C=CC=CC=2)C2C=CC=CC=2)C=CC=CC=1.[N:20]([CH2:23][C:24]1[C:25]([C:33]#[N:34])=[N:26][C:27]([CH:30]2[CH2:32][CH2:31]2)=[CH:28][CH:29]=1)=[N+]=[N-].O1CCCC1, predict the reaction product. The product is: [CH:30]1([C:27]2[N:26]=[C:25]3[C:33]([NH2:34])=[N:20][CH2:23][C:24]3=[CH:29][CH:28]=2)[CH2:32][CH2:31]1. (2) Given the reactants [Br:1][C:2]1[CH:3]=[C:4]([CH:7]=[C:8]([CH2:10][OH:11])[CH:9]=1)[C:5]#[N:6].[Cr](Cl)([O-])(=O)=O.[NH+]1C=CC=CC=1, predict the reaction product. The product is: [Br:1][C:2]1[CH:3]=[C:4]([CH:7]=[C:8]([CH:10]=[O:11])[CH:9]=1)[C:5]#[N:6]. (3) The product is: [F:15][C:10]1[CH:9]=[C:8]([C@@H:7]2[CH2:6][N:5]([CH2:16][CH2:17][OH:18])[CH2:4][C@H:3]2[NH:2][C:27]([NH:26][C:23]2[N:22]([C:36]3[CH:37]=[CH:38][CH:39]=[CH:40][CH:41]=3)[N:21]=[C:20]([CH3:19])[C:24]=2[CH3:25])=[O:28])[CH:13]=[CH:12][C:11]=1[F:14]. Given the reactants Cl.[NH2:2][C@H:3]1[C@H:7]([C:8]2[CH:13]=[CH:12][C:11]([F:14])=[C:10]([F:15])[CH:9]=2)[CH2:6][N:5]([CH2:16][CH2:17][OH:18])[CH2:4]1.[CH3:19][C:20]1[C:24]([CH3:25])=[C:23]([NH:26][C:27](=O)[O:28]C2C=CC=CC=2)[N:22]([C:36]2[CH:41]=[CH:40][CH:39]=[CH:38][CH:37]=2)[N:21]=1.CCN(C(C)C)C(C)C, predict the reaction product. (4) Given the reactants C[O:2][C:3]1[CH:11]=[C:10]2[C:6]([C:7]([CH3:12])=[N:8][NH:9]2)=[CH:5][CH:4]=1.B(Br)(Br)Br, predict the reaction product. The product is: [OH:2][C:3]1[CH:11]=[C:10]2[C:6]([C:7]([CH3:12])=[N:8][NH:9]2)=[CH:5][CH:4]=1. (5) Given the reactants [Br:1][C:2]1[CH:3]=[C:4]([OH:8])[CH:5]=[CH:6][CH:7]=1.Cl.Cl[CH2:11][C:12]1[N:16]=[CH:15][N:14]([CH3:17])[N:13]=1.C([O-])([O-])=O.[K+].[K+].O, predict the reaction product. The product is: [Br:1][C:2]1[CH:3]=[C:4]([CH:5]=[CH:6][CH:7]=1)[O:8][CH2:11][C:12]1[N:16]=[CH:15][N:14]([CH3:17])[N:13]=1.